From a dataset of TCR-epitope binding with 47,182 pairs between 192 epitopes and 23,139 TCRs. Binary Classification. Given a T-cell receptor sequence (or CDR3 region) and an epitope sequence, predict whether binding occurs between them. (1) The epitope is GMFNMLSTVLGVS. The TCR CDR3 sequence is CASSQGQLNTQYF. Result: 0 (the TCR does not bind to the epitope). (2) The epitope is LLLGIGILV. The TCR CDR3 sequence is CSVRTAISTDTQYF. Result: 1 (the TCR binds to the epitope). (3) The epitope is RPRGEVRFL. The TCR CDR3 sequence is CASRPQGREETQYF. Result: 1 (the TCR binds to the epitope). (4) The epitope is SEPVLKGVKL. The TCR CDR3 sequence is CASSLDRVTGELFF. Result: 0 (the TCR does not bind to the epitope). (5) The epitope is ILHCANFNV. The TCR CDR3 sequence is CASWGSPSSNTQYF. Result: 0 (the TCR does not bind to the epitope).